This data is from Forward reaction prediction with 1.9M reactions from USPTO patents (1976-2016). The task is: Predict the product of the given reaction. (1) Given the reactants [O:1]1[CH2:6][CH2:5][N:4]([C:7]2[CH:12]=[CH:11][C:10]([NH:13][C:14]3[N:19]=[C:18]([C:20]4[CH:28]=[CH:27][C:23]([C:24](O)=[O:25])=[CH:22][CH:21]=4)[CH:17]=[CH:16][N:15]=3)=[CH:9][CH:8]=2)[CH2:3][CH2:2]1.C(N(CC)CC)C.Cl.[NH2:37][CH2:38][C:39]#[N:40].ON1C2C=CC=CC=2N=N1.Cl.C(N=C=NCCCN(C)C)C, predict the reaction product. The product is: [CH:21]1[C:20]([C:18]2[CH:17]=[CH:16][N:15]=[C:14]([NH:13][C:10]3[CH:9]=[CH:8][C:7]([N:4]4[CH2:5][CH2:6][O:1][CH2:2][CH2:3]4)=[CH:12][CH:11]=3)[N:19]=2)=[CH:28][CH:27]=[C:23]([C:24]([NH:40][CH2:39][C:38]#[N:37])=[O:25])[CH:22]=1. (2) Given the reactants Cl.[F:2][CH:3]([F:32])[CH2:4][N:5]1[C:13]2[C:8](=[CH:9][C:10]([O:14][CH:15]3[CH2:20][CH2:19][N:18]([CH:21]([CH3:23])[CH3:22])[CH2:17][CH2:16]3)=[CH:11][CH:12]=2)[CH:7]=[C:6]1[C:24]([N:26]1[CH2:31][CH2:30][NH:29][CH2:28][CH2:27]1)=[O:25].[CH3:33][S:34](Cl)(=[O:36])=[O:35], predict the reaction product. The product is: [F:32][CH:3]([F:2])[CH2:4][N:5]1[C:13]2[C:8](=[CH:9][C:10]([O:14][CH:15]3[CH2:20][CH2:19][N:18]([CH:21]([CH3:23])[CH3:22])[CH2:17][CH2:16]3)=[CH:11][CH:12]=2)[CH:7]=[C:6]1[C:24]([N:26]1[CH2:27][CH2:28][N:29]([S:34]([CH3:33])(=[O:36])=[O:35])[CH2:30][CH2:31]1)=[O:25]. (3) Given the reactants [CH3:1][O:2][CH:3]([O:13][CH3:14])[C:4]1[CH:12]=[CH:11][C:7]([C:8](O)=[O:9])=[CH:6][N:5]=1, predict the reaction product. The product is: [CH3:1][O:2][CH:3]([O:13][CH3:14])[C:4]1[N:5]=[CH:6][C:7]([CH2:8][OH:9])=[CH:11][CH:12]=1. (4) Given the reactants [OH:1][CH:2]([CH:12]=[CH2:13])[CH:3]([CH:9]([CH3:11])[CH3:10])[C:4]([O:6][CH2:7][CH3:8])=[O:5].CCN(CC)CC.[CH3:21][S:22](Cl)(=[O:24])=[O:23], predict the reaction product. The product is: [CH:9]([CH:3]([CH:2]([O:1][S:22]([CH3:21])(=[O:24])=[O:23])[CH:12]=[CH2:13])[C:4]([O:6][CH2:7][CH3:8])=[O:5])([CH3:10])[CH3:11].